Dataset: NCI-60 drug combinations with 297,098 pairs across 59 cell lines. Task: Regression. Given two drug SMILES strings and cell line genomic features, predict the synergy score measuring deviation from expected non-interaction effect. (1) Drug 1: CC1=C2C(C(=O)C3(C(CC4C(C3C(C(C2(C)C)(CC1OC(=O)C(C(C5=CC=CC=C5)NC(=O)OC(C)(C)C)O)O)OC(=O)C6=CC=CC=C6)(CO4)OC(=O)C)O)C)O. Drug 2: B(C(CC(C)C)NC(=O)C(CC1=CC=CC=C1)NC(=O)C2=NC=CN=C2)(O)O. Cell line: IGROV1. Synergy scores: CSS=20.2, Synergy_ZIP=-6.07, Synergy_Bliss=-9.66, Synergy_Loewe=-16.9, Synergy_HSA=-9.39. (2) Drug 1: COC1=CC(=CC(=C1O)OC)C2C3C(COC3=O)C(C4=CC5=C(C=C24)OCO5)OC6C(C(C7C(O6)COC(O7)C8=CC=CS8)O)O. Drug 2: C(=O)(N)NO. Cell line: A498. Synergy scores: CSS=28.2, Synergy_ZIP=-0.968, Synergy_Bliss=-1.50, Synergy_Loewe=-6.15, Synergy_HSA=0.299. (3) Drug 1: C1=CN(C(=O)N=C1N)C2C(C(C(O2)CO)O)O.Cl. Drug 2: C1CNP(=O)(OC1)N(CCCl)CCCl. Cell line: OVCAR-4. Synergy scores: CSS=5.68, Synergy_ZIP=-3.05, Synergy_Bliss=-2.60, Synergy_Loewe=-7.74, Synergy_HSA=-1.40. (4) Drug 1: C1C(C(OC1N2C=NC3=C(N=C(N=C32)Cl)N)CO)O. Drug 2: C1=NC(=NC(=O)N1C2C(C(C(O2)CO)O)O)N. Cell line: SNB-75. Synergy scores: CSS=7.79, Synergy_ZIP=-1.89, Synergy_Bliss=1.43, Synergy_Loewe=0.313, Synergy_HSA=1.26. (5) Drug 1: CCCS(=O)(=O)NC1=C(C(=C(C=C1)F)C(=O)C2=CNC3=C2C=C(C=N3)C4=CC=C(C=C4)Cl)F. Drug 2: C1=CC(=C2C(=C1NCCNCCO)C(=O)C3=C(C=CC(=C3C2=O)O)O)NCCNCCO. Cell line: SR. Synergy scores: CSS=59.5, Synergy_ZIP=-0.791, Synergy_Bliss=-1.19, Synergy_Loewe=-9.64, Synergy_HSA=-0.0971. (6) Drug 1: CC1C(C(CC(O1)OC2CC(CC3=C2C(=C4C(=C3O)C(=O)C5=C(C4=O)C(=CC=C5)OC)O)(C(=O)C)O)N)O.Cl. Drug 2: CCCCCOC(=O)NC1=NC(=O)N(C=C1F)C2C(C(C(O2)C)O)O. Cell line: HT29. Synergy scores: CSS=20.9, Synergy_ZIP=3.61, Synergy_Bliss=4.34, Synergy_Loewe=-26.3, Synergy_HSA=1.81. (7) Drug 1: C1=CC=C(C=C1)NC(=O)CCCCCCC(=O)NO. Drug 2: C1CN1C2=NC(=NC(=N2)N3CC3)N4CC4. Cell line: SK-MEL-28. Synergy scores: CSS=20.2, Synergy_ZIP=-4.55, Synergy_Bliss=1.26, Synergy_Loewe=0.805, Synergy_HSA=2.39. (8) Drug 1: C1CCN(CC1)CCOC2=CC=C(C=C2)C(=O)C3=C(SC4=C3C=CC(=C4)O)C5=CC=C(C=C5)O. Drug 2: CCCCC(=O)OCC(=O)C1(CC(C2=C(C1)C(=C3C(=C2O)C(=O)C4=C(C3=O)C=CC=C4OC)O)OC5CC(C(C(O5)C)O)NC(=O)C(F)(F)F)O. Cell line: LOX IMVI. Synergy scores: CSS=1.48, Synergy_ZIP=-3.52, Synergy_Bliss=-6.92, Synergy_Loewe=-3.35, Synergy_HSA=-4.30.